This data is from Peptide-MHC class I binding affinity with 185,985 pairs from IEDB/IMGT. The task is: Regression. Given a peptide amino acid sequence and an MHC pseudo amino acid sequence, predict their binding affinity value. This is MHC class I binding data. (1) The peptide sequence is NSLRAEDTAVY. The MHC is Mamu-B01 with pseudo-sequence Mamu-B01. The binding affinity (normalized) is 0.0632. (2) The peptide sequence is IRDMTEKQY. The MHC is Mamu-B17 with pseudo-sequence Mamu-B17. The binding affinity (normalized) is 0.0226. (3) The peptide sequence is RANNNRLPK. The MHC is HLA-A26:03 with pseudo-sequence HLA-A26:03. The binding affinity (normalized) is 0.0847. (4) The peptide sequence is RRYQKSTEL. The MHC is HLA-B27:05 with pseudo-sequence HLA-B27:05. The binding affinity (normalized) is 0.832. (5) The peptide sequence is GSYGEYQSY. The MHC is HLA-A01:01 with pseudo-sequence HLA-A01:01. The binding affinity (normalized) is 0.150.